Predict the reaction yield, written as a fraction of the theoretical maximum amount of product (1.0 means a 100% yield; for example, 0.34 means a 34% yield). From a dataset of Reaction yield outcomes from USPTO patents with 853,638 reactions. (1) The reactants are P(Cl)(Cl)([Cl:3])=O.CN(C)[CH:8]=[O:9].[N:11]1[CH:16]=[CH:15][CH:14]=[C:13]([N:17]2[C:25]3[C:20](=[CH:21][CH:22]=[CH:23][CH:24]=3)[CH2:19][C:18]2=O)[CH:12]=1.[OH-].[NH4+]. The catalyst is ClCCl.O.N1C=CC=CC=1. The product is [Cl:3][CH:18]1[CH:19]([CH:8]=[O:9])[C:20]2[C:25](=[CH:24][CH:23]=[CH:22][CH:21]=2)[N:17]1[C:13]1[CH:12]=[N:11][CH:16]=[CH:15][CH:14]=1. The yield is 0.140. (2) The reactants are C[O:2][C:3](=[O:26])[CH2:4][CH2:5][N:6]1[CH2:10][CH2:9][CH2:8][C@H:7]1[CH2:11][O:12][C:13]1[CH:18]=[CH:17][C:16]([CH2:19][C:20]2[CH:25]=[CH:24][CH:23]=[CH:22][CH:21]=2)=[CH:15][CH:14]=1.[ClH:27]. The catalyst is O1CCOCC1. The product is [ClH:27].[CH2:19]([C:16]1[CH:17]=[CH:18][C:13]([O:12][CH2:11][C@@H:7]2[CH2:8][CH2:9][CH2:10][N:6]2[CH2:5][CH2:4][C:3]([OH:26])=[O:2])=[CH:14][CH:15]=1)[C:20]1[CH:21]=[CH:22][CH:23]=[CH:24][CH:25]=1. The yield is 0.600. (3) The reactants are [CH3:1][O:2][C:3]1[CH:8]=[CH:7][C:6]([CH2:9][C:10]#[N:11])=[CH:5][CH:4]=1.Br[CH2:13][CH2:14][CH2:15][CH2:16][CH2:17]Br.[H-].[Na+].C1C=CC=CC=1. The catalyst is CN(C)C=O. The product is [CH3:1][O:2][C:3]1[CH:8]=[CH:7][C:6]([C:9]2([C:10]#[N:11])[CH2:17][CH2:16][CH2:15][CH2:14][CH2:13]2)=[CH:5][CH:4]=1. The yield is 0.630. (4) The reactants are [Cl:1][C:2]1[S:3][C:4]([CH2:10][N:11]2[CH2:16][CH2:15][O:14][CH2:13][CH2:12]2)=[CH:5][C:6]=1[C:7](=[O:9])[CH3:8].[H-].[Na+].C(O)(=O)C.[CH3:23][O:24][C:25](=O)[O:26]C. No catalyst specified. The product is [Cl:1][C:2]1[S:3][C:4]([CH2:10][N:11]2[CH2:16][CH2:15][O:14][CH2:13][CH2:12]2)=[CH:5][C:6]=1[C:7](=[O:9])[CH2:8][C:25]([O:24][CH3:23])=[O:26]. The yield is 0.410. (5) The catalyst is C(#N)C.[F-].[K+]. The product is [Br:20][C:14]1[CH:15]=[C:16]([C:4]2[CH:3]=[C:2]([F:1])[N:7]=[CH:6][C:5]=2[NH2:8])[C:11]([F:10])=[N:12][CH:13]=1. The reactants are [F:1][C:2]1[N:7]=[CH:6][C:5]([NH2:8])=[C:4](I)[CH:3]=1.[F:10][C:11]1[C:16](B(O)O)=[CH:15][C:14]([Br:20])=[CH:13][N:12]=1. The yield is 0.290. (6) The reactants are O=C(Cl)[O:3][C:4](Cl)(Cl)Cl.[F:9][C:10]1[CH:15]=[CH:14][C:13]([NH:16][CH2:17][C:18]2[C:19]([NH:28][CH3:29])=[CH:20][C:21]([N:24]([O:26][CH3:27])[CH3:25])=[N:22][CH:23]=2)=[CH:12][C:11]=1[N+:30]([O-:32])=[O:31].CCN(CC)CC.C([O-])([O-])=O.[Na+].[Na+]. The catalyst is O1CCOCC1.O. The product is [F:9][C:10]1[CH:15]=[CH:14][C:13]([N:16]2[CH2:17][C:18]3[CH:23]=[N:22][C:21]([N:24]([O:26][CH3:27])[CH3:25])=[CH:20][C:19]=3[N:28]([CH3:29])[C:4]2=[O:3])=[CH:12][C:11]=1[N+:30]([O-:32])=[O:31]. The yield is 0.650.